Dataset: Forward reaction prediction with 1.9M reactions from USPTO patents (1976-2016). Task: Predict the product of the given reaction. (1) Given the reactants [CH3:1][O:2][CH2:3][CH:4]([NH2:20])[CH2:5][C:6]1[CH:11]=[CH:10][C:9]([O:12][CH3:13])=[C:8]([O:14][CH2:15][CH2:16][CH2:17][O:18][CH3:19])[CH:7]=1.[CH:21](O)=[O:22], predict the reaction product. The product is: [CH3:1][O:2][CH2:3][CH:4]([NH:20][CH:21]=[O:22])[CH2:5][C:6]1[CH:11]=[CH:10][C:9]([O:12][CH3:13])=[C:8]([O:14][CH2:15][CH2:16][CH2:17][O:18][CH3:19])[CH:7]=1. (2) Given the reactants [NH2:1][C:2]1[C:9](Br)=[CH:8][C:7](Br)=[CH:6][C:3]=1[C:4]#[N:5].[CH3:12][O:13][C:14]1[CH:19]=[CH:18][C:17](B(O)O)=[CH:16][CH:15]=1.[F-].[Cs+], predict the reaction product. The product is: [NH2:1][C:2]1[C:3]([C:4]#[N:5])=[CH:6][C:7]([C:17]2[CH:18]=[CH:19][C:14]([O:13][CH3:12])=[CH:15][CH:16]=2)=[CH:8][C:9]=1[C:17]1[CH:18]=[CH:19][C:14]([O:13][CH3:12])=[CH:15][CH:16]=1. (3) Given the reactants Cl.[NH:2]1[CH2:7][CH2:6][CH2:5][CH2:4][C@H:3]1[CH2:8][OH:9].N1C=CN=C1.C(N(CC)CC)C.[S:22](Cl)(Cl)=[O:23], predict the reaction product. The product is: [S@@:22]1(=[O:23])[N:2]2[CH2:7][CH2:6][CH2:5][CH2:4][CH:3]2[CH2:8][O:9]1. (4) Given the reactants [C:1]([O:5][C:6]([NH:8][C@@H:9]([CH2:14][CH2:15][CH2:16][C@@H:17]([C@@H:23]([O:36][Si:37]([CH:44]([CH3:46])[CH3:45])([CH:41]([CH3:43])[CH3:42])[CH:38]([CH3:40])[CH3:39])[C@@H:24]([O:26][CH2:27][C:28]1[CH:33]=[CH:32][C:31]([O:34][CH3:35])=[CH:30][CH:29]=1)[CH3:25])[CH2:18][CH2:19][CH:20]([CH3:22])[CH3:21])[C:10]([O:12]C)=[O:11])=[O:7])([CH3:4])([CH3:3])[CH3:2].[Li+].[OH-], predict the reaction product. The product is: [C:1]([O:5][C:6]([NH:8][C@@H:9]([CH2:14][CH2:15][CH2:16][C@@H:17]([C@@H:23]([O:36][Si:37]([CH:38]([CH3:40])[CH3:39])([CH:41]([CH3:43])[CH3:42])[CH:44]([CH3:46])[CH3:45])[C@@H:24]([O:26][CH2:27][C:28]1[CH:29]=[CH:30][C:31]([O:34][CH3:35])=[CH:32][CH:33]=1)[CH3:25])[CH2:18][CH2:19][CH:20]([CH3:22])[CH3:21])[C:10]([OH:12])=[O:11])=[O:7])([CH3:2])([CH3:4])[CH3:3].